This data is from Catalyst prediction with 721,799 reactions and 888 catalyst types from USPTO. The task is: Predict which catalyst facilitates the given reaction. (1) Reactant: [C:1]1([N:7]2[C:11]([C:12]([NH2:14])=O)=[CH:10][N:9]=[N:8]2)[CH:6]=[CH:5][CH:4]=[CH:3][CH:2]=1.CCN(C(C)C)C(C)C.CS(OS(C)(=O)=O)(=O)=O. Product: [C:1]1([N:7]2[C:11]([C:12]#[N:14])=[CH:10][N:9]=[N:8]2)[CH:2]=[CH:3][CH:4]=[CH:5][CH:6]=1. The catalyst class is: 4. (2) Reactant: [F:1][C:2]1[CH:7]=[CH:6][C:5]([C@@H:8]2[CH2:13][CH2:12][CH2:11][CH2:10][C@H:9]2[CH2:14][OH:15])=[CH:4][CH:3]=1.C[Si]([N-][Si](C)(C)C)(C)C.[Li+].COC1C=C(OC)C=CC=1C[N:31]([C:44]1[S:48][N:47]=[CH:46][N:45]=1)[S:32]([C:35]1[CH:40]=[C:39]([F:41])[C:38](F)=[CH:37][C:36]=1[F:43])(=[O:34])=[O:33].[Cl-].[NH4+]. Product: [F:43][C:36]1[CH:37]=[C:38]([O:15][CH2:14][C@@H:9]2[CH2:10][CH2:11][CH2:12][CH2:13][C@H:8]2[C:5]2[CH:4]=[CH:3][C:2]([F:1])=[CH:7][CH:6]=2)[C:39]([F:41])=[CH:40][C:35]=1[S:32]([NH:31][C:44]1[S:48][N:47]=[CH:46][N:45]=1)(=[O:33])=[O:34]. The catalyst class is: 54. (3) Reactant: Br[CH2:2][C:3]([C:5]1[CH:14]=[CH:13][C:8]2[N:9]([CH3:12])[CH:10]=[N:11][C:7]=2[CH:6]=1)=O.Br.[F:16][C:17]1[CH:18]=[CH:19][C:20]([O:27][CH3:28])=[C:21]([NH:23][C:24]([NH2:26])=[S:25])[CH:22]=1.N.CO. Product: [F:16][C:17]1[CH:18]=[CH:19][C:20]([O:27][CH3:28])=[C:21]([NH:23][C:24]2[S:25][CH:2]=[C:3]([C:5]3[CH:14]=[CH:13][C:8]4[N:9]([CH3:12])[CH:10]=[N:11][C:7]=4[CH:6]=3)[N:26]=2)[CH:22]=1. The catalyst class is: 14. (4) Reactant: [Br:1][C:2]1[CH:7]=[CH:6][C:5]([C@@H:8]([NH:11]C(=O)C(F)(F)F)[CH2:9][CH3:10])=[CH:4][CH:3]=1.[OH-].[Na+]. Product: [Br:1][C:2]1[CH:3]=[CH:4][C:5]([C@@H:8]([NH2:11])[CH2:9][CH3:10])=[CH:6][CH:7]=1. The catalyst class is: 5. (5) Reactant: C([O:8][C:9](=[O:43])[C@H:10](N(S(C1SC(C2C=CC(OCC)=CC=2)=CC=1)(=O)=O)C)[CH:11]1[CH2:16][CH2:15][N:14](C(OC(C)(C)C)=O)[CH2:13][CH2:12]1)C1C=CC=CC=1. Product: [NH:14]1[CH2:15][CH2:16][CH:11]([CH2:10][C:9]([OH:43])=[O:8])[CH2:12][CH2:13]1. The catalyst class is: 50. (6) Reactant: Br[CH2:2][C:3]([NH2:5])=[O:4].COC1C=C([N:14]2[C:23](=[O:24])[C:22]3[C:17](=[CH:18][CH:19]=[CH:20][C:21]=3[CH3:25])[N:16]=[C:15]2[CH:26]([NH:28][C:29]2[N:37]=[CH:36][N:35]=[C:34]3[C:30]=2[N:31]=[CH:32][N:33]3COCC[Si](C)(C)C)[CH3:27])C=CC=1.Cl.[OH:47][C:48]1[CH:49]=[C:50](N2C(=O)C3C(=CC=CC=3C)N=C2C(NC2N=CN=C3C=2N=CN3)C)[CH:51]=[CH:52][CH:53]=1. Product: [CH3:25][C:21]1[CH:20]=[CH:19][CH:18]=[C:17]2[C:22]=1[C:23](=[O:24])[N:14]([CH:2]([O:47][C:48]1[CH:49]=[CH:50][CH:51]=[CH:52][CH:53]=1)[C:3]([NH2:5])=[O:4])[C:15]([CH:26]([NH:28][C:29]1[N:37]=[CH:36][N:35]=[C:34]3[C:30]=1[N:31]=[CH:32][NH:33]3)[CH3:27])=[N:16]2. The catalyst class is: 881. (7) Reactant: [CH:1]1([C@@H:4]([C:6]2[CH:11]=[CH:10][CH:9]=[C:8]([CH:12]([CH3:14])[CH3:13])[C:7]=2[OH:15])[CH3:5])[CH2:3][CH2:2]1.[OH-].[Na+].Br[CH2:19][Cl:20]. Product: [Cl:20][CH2:19][O:15][C:7]1[C:8]([CH:12]([CH3:14])[CH3:13])=[CH:9][CH:10]=[CH:11][C:6]=1[C@H:4]([CH:1]1[CH2:3][CH2:2]1)[CH3:5]. The catalyst class is: 7. (8) Reactant: [CH2:1]([O:8][C:9]1[CH:10]=[C:11]([CH2:17][OH:18])[CH:12]=[C:13]([CH2:15][OH:16])[CH:14]=1)[C:2]1[CH:7]=[CH:6][CH:5]=[CH:4][CH:3]=1.C(N(CC)CC)C.[C:26]([Si:30](Cl)([C:37]1[CH:42]=[CH:41][CH:40]=[CH:39][CH:38]=1)[C:31]1[CH:36]=[CH:35][CH:34]=[CH:33][CH:32]=1)([CH3:29])([CH3:28])[CH3:27].C(=O)([O-])O.[Na+]. Product: [CH2:1]([O:8][C:9]1[CH:10]=[C:11]([CH2:17][OH:18])[CH:12]=[C:13]([CH2:15][O:16][Si:30]([C:26]([CH3:29])([CH3:28])[CH3:27])([C:37]2[CH:38]=[CH:39][CH:40]=[CH:41][CH:42]=2)[C:31]2[CH:36]=[CH:35][CH:34]=[CH:33][CH:32]=2)[CH:14]=1)[C:2]1[CH:7]=[CH:6][CH:5]=[CH:4][CH:3]=1. The catalyst class is: 119. (9) Reactant: [F:1][C:2]([F:12])([F:11])[C:3]1[CH:4]=[C:5]([CH:8]=[CH:9][CH:10]=1)[CH:6]=[O:7].[CH:13]([Mg]Br)=[CH2:14].[Cl-].[NH4+]. Product: [F:1][C:2]([F:11])([F:12])[C:3]1[CH:4]=[C:5]([CH:6]([OH:7])[CH:13]=[CH2:14])[CH:8]=[CH:9][CH:10]=1. The catalyst class is: 7. (10) Reactant: [CH2:1]([O:3][C:4]([CH2:6][C:7]1[CH:12]=[CH:11][C:10]([C:13]2[CH:18]=[CH:17][C:16]([C:19]3[O:23][N:22]=[C:21]([CH3:24])[C:20]=3C(O)=O)=[CH:15][CH:14]=2)=[CH:9][CH:8]=1)=[O:5])[CH3:2].[CH3:28][CH:29]([OH:40])[C:30]1[CH:35]=[CH:34][CH:33]=[CH:32][C:31]=1[C:36]([F:39])([F:38])[F:37].C1(P(N=[N+]=[N-])(C2C=CC=CC=2)=[O:48])C=CC=CC=1.C([N:60]([CH2:63]C)CC)C. Product: [CH2:1]([O:3][C:4](=[O:5])[CH2:6][C:7]1[CH:8]=[CH:9][C:10]([C:13]2[CH:14]=[CH:15][C:16]([C:19]3[O:23][N:22]=[C:21]([CH3:24])[C:20]=3[NH:60][C:63]([O:40][CH:29]([C:30]3[CH:35]=[CH:34][CH:33]=[CH:32][C:31]=3[C:36]([F:37])([F:38])[F:39])[CH3:28])=[O:48])=[CH:17][CH:18]=2)=[CH:11][CH:12]=1)[CH3:2]. The catalyst class is: 11.